From a dataset of Full USPTO retrosynthesis dataset with 1.9M reactions from patents (1976-2016). Predict the reactants needed to synthesize the given product. (1) Given the product [F:15][C:11]1[C:10]([OH:16])=[C:9]([C:5]2[N:4]([CH2:24][CH2:25][C:26]3[CH:31]=[CH:30][CH:29]=[CH:28][CH:27]=3)[C:3](=[O:32])[C:2]([C:39]3[CH:38]=[C:37]4[C:42](=[CH:41][CH:40]=3)[N:33]=[CH:34][CH:35]=[CH:36]4)=[C:7]([CH3:8])[N:6]=2)[CH:14]=[CH:13][CH:12]=1, predict the reactants needed to synthesize it. The reactants are: Br[C:2]1[C:3](=[O:32])[N:4]([CH2:24][CH2:25][C:26]2[CH:31]=[CH:30][CH:29]=[CH:28][CH:27]=2)[C:5]([C:9]2[CH:14]=[CH:13][CH:12]=[C:11]([F:15])[C:10]=2[O:16]CC2C=CC=CC=2)=[N:6][C:7]=1[CH3:8].[N:33]1[C:42]2[C:37](=[CH:38][C:39](B(O)O)=[CH:40][CH:41]=2)[CH:36]=[CH:35][CH:34]=1.C(=O)([O-])[O-].[Na+].[Na+]. (2) Given the product [CH2:1]([O:3][C:4]([C:6]1[CH:7]=[N:8][C:9]2[C:14]([C:15]=1[NH:27][CH2:20][C:21]1[CH:26]=[CH:25][CH:24]=[CH:23][CH:22]=1)=[CH:13][CH:12]=[CH:11][C:10]=2[NH2:17])=[O:5])[CH3:2], predict the reactants needed to synthesize it. The reactants are: [CH2:1]([O:3][C:4]([C:6]1[CH:7]=[N:8][C:9]2[C:14]([C:15]=1Cl)=[CH:13][CH:12]=[CH:11][C:10]=2[N+:17]([O-])=O)=[O:5])[CH3:2].[CH2:20]([NH2:27])[C:21]1[CH:26]=[CH:25][CH:24]=[CH:23][CH:22]=1. (3) Given the product [Cl:1][C:2]1[CH:3]=[C:4]([N:9]2[C:13]3=[CH:14][CH2:15][CH2:16][CH2:17][C:12]3([CH2:18][C:19]3[CH:20]=[CH:21][C:22]([C:23]#[N:24])=[CH:25][CH:26]=3)[N:11]([CH2:30][CH3:31])[C:10]2=[O:27])[CH:5]=[C:6]([Cl:8])[CH:7]=1, predict the reactants needed to synthesize it. The reactants are: [Cl:1][C:2]1[CH:3]=[C:4]([N:9]2[C:13]3=[CH:14][CH2:15][CH2:16][CH2:17][C:12]3([CH2:18][C:19]3[CH:26]=[CH:25][C:22]([C:23]#[N:24])=[CH:21][CH:20]=3)[NH:11][C:10]2=[O:27])[CH:5]=[C:6]([Cl:8])[CH:7]=1.[H-].[Na+].[CH2:30](I)[CH3:31].